From a dataset of Forward reaction prediction with 1.9M reactions from USPTO patents (1976-2016). Predict the product of the given reaction. Given the reactants Br[C:2]1[CH:3]=[CH:4][C:5]([CH3:26])=[C:6]([N:8]2[C:13]([CH3:14])=[CH:12][C:11]([O:15][CH2:16][C:17]3[CH:22]=[CH:21][C:20]([F:23])=[CH:19][C:18]=3[F:24])=[CH:10][C:9]2=[O:25])[CH:7]=1.[CH:27]([Sn](CCCC)(CCCC)CCCC)=[CH2:28], predict the reaction product. The product is: [F:24][C:18]1[CH:19]=[C:20]([F:23])[CH:21]=[CH:22][C:17]=1[CH2:16][O:15][C:11]1[CH:12]=[C:13]([CH3:14])[N:8]([C:6]2[CH:7]=[C:2]([CH:27]=[CH2:28])[CH:3]=[CH:4][C:5]=2[CH3:26])[C:9](=[O:25])[CH:10]=1.